Regression. Given a peptide amino acid sequence and an MHC pseudo amino acid sequence, predict their binding affinity value. This is MHC class II binding data. From a dataset of Peptide-MHC class II binding affinity with 134,281 pairs from IEDB. (1) The peptide sequence is ILPIAEMSVVAMEFG. The MHC is DRB1_0901 with pseudo-sequence DRB1_0901. The binding affinity (normalized) is 0.427. (2) The MHC is DRB1_0101 with pseudo-sequence DRB1_0101. The peptide sequence is APEVKYTVFETALKKAITAM. The binding affinity (normalized) is 0.761. (3) The peptide sequence is EEWEPLTKKGNVWEV. The MHC is DRB5_0101 with pseudo-sequence DRB5_0101. The binding affinity (normalized) is 0.108.